From a dataset of CYP2D6 inhibition data for predicting drug metabolism from PubChem BioAssay. Regression/Classification. Given a drug SMILES string, predict its absorption, distribution, metabolism, or excretion properties. Task type varies by dataset: regression for continuous measurements (e.g., permeability, clearance, half-life) or binary classification for categorical outcomes (e.g., BBB penetration, CYP inhibition). Dataset: cyp2d6_veith. (1) The compound is Cc1ccc(S(=O)(=O)NCc2cccc([N+](=O)[O-])c2)cc1. The result is 0 (non-inhibitor). (2) The molecule is COc1cc(-n2ccnc2SC)c(Cl)cc1Cl. The result is 0 (non-inhibitor). (3) The compound is CC[N+]1(C)[C@H]2CC[C@@H]1CC(OC(=O)[C@H]1CC[C@@](C(=O)OC3C[C@@H]4CC[C@H](C3)[N+]4(C)CC)(c3ccccc3)c3ccccc31)C2. The result is 0 (non-inhibitor). (4) The drug is O=C(O)CC(O)C(=O)O. The result is 0 (non-inhibitor). (5) The molecule is CCc1cccc(CC)c1NC(=O)CN1CC(C)SC1=NC1CCCCC1. The result is 1 (inhibitor). (6) The drug is N#Cc1nc(COc2ccccc2Cl)oc1NCc1ccco1. The result is 1 (inhibitor).